This data is from Catalyst prediction with 721,799 reactions and 888 catalyst types from USPTO. The task is: Predict which catalyst facilitates the given reaction. (1) Reactant: C[Al](C)C.[CH2:5]([NH:7][C:8]1[CH:13]=[CH:12][CH:11]=[CH:10][CH:9]=1)[CH3:6].[O:14]=[C:15]1[C:20]2[NH:21][C:22]3[CH:23]=[CH:24][CH:25]=[CH:26][C:27]=3[C:19]=2[C:18]([C:28](OCC)=[O:29])=[N:17][N:16]1[C:33]1[CH:38]=[CH:37][C:36]([CH3:39])=[CH:35][CH:34]=1. Product: [CH2:5]([N:7]([C:8]1[CH:13]=[CH:12][CH:11]=[CH:10][CH:9]=1)[C:28]([C:18]1[C:19]2[C:27]3[CH:26]=[CH:25][CH:24]=[CH:23][C:22]=3[NH:21][C:20]=2[C:15](=[O:14])[N:16]([C:33]2[CH:34]=[CH:35][C:36]([CH3:39])=[CH:37][CH:38]=2)[N:17]=1)=[O:29])[CH3:6]. The catalyst class is: 11. (2) Reactant: [CH3:1][C:2]1[CH:7]=[C:6]([S:8][C:9]#[N:10])[C:5]([CH3:11])=[CH:4][C:3]=1[OH:12].C(=O)([O-])[O-].[Cs+].[Cs+].[CH3:19][O:20][C:21](=[O:26])[C:22](Br)([CH3:24])[CH3:23]. Product: [CH3:19][O:20][C:21](=[O:26])[C:22]([O:12][C:3]1[CH:4]=[C:5]([CH3:11])[C:6]([S:8][C:9]#[N:10])=[CH:7][C:2]=1[CH3:1])([CH3:24])[CH3:23]. The catalyst class is: 10. (3) Reactant: [ClH:1].Cl.[Br:3][C:4]1[CH:9]=[CH:8][C:7]([NH:10]N)=[CH:6][CH:5]=1.[N:12]12[CH2:20][CH2:19][CH:16]([CH2:17][CH2:18]1)[C:15](=O)[CH2:14][CH2:13]2. Product: [Br:3][C:4]1[CH:9]=[CH:8][C:7]2[NH:10][C:15]3[CH:16]4[CH2:19][CH2:20][N:12]([CH2:13][C:14]=3[C:6]=2[CH:5]=1)[CH2:18][CH2:17]4.[ClH:1]. The catalyst class is: 15. (4) Reactant: [CH3:1][O:2][C:3](=[O:13])[CH:4]([C:6]1[CH:11]=[CH:10][CH:9]=[C:8](Br)[N:7]=1)[OH:5].[CH3:14][O:15][C:16]1[CH:21]=[CH:20][CH:19]=[CH:18][C:17]=1[C:22]1[C:30]2[C:25](=[N:26][CH:27]=[C:28](B3OC(C)(C)C(C)(C)O3)[CH:29]=2)[N:24]([S:40]([C:43]2[CH:48]=[CH:47][C:46]([CH3:49])=[CH:45][CH:44]=2)(=[O:42])=[O:41])[CH:23]=1.O. Product: [CH3:1][O:2][C:3](=[O:13])[CH:4]([OH:5])[C:6]1[CH:11]=[CH:10][CH:9]=[C:8]([C:28]2[CH:29]=[C:30]3[C:22]([C:17]4[CH:18]=[CH:19][CH:20]=[CH:21][C:16]=4[O:15][CH3:14])=[CH:23][N:24]([S:40]([C:43]4[CH:44]=[CH:45][C:46]([CH3:49])=[CH:47][CH:48]=4)(=[O:42])=[O:41])[C:25]3=[N:26][CH:27]=2)[N:7]=1. The catalyst class is: 841. (5) Reactant: [N:1]1[C:10]2[C:5](=[CH:6][C:7]([CH2:11][N:12]3[C:20]4[C:15](=[N:16][CH:17]=[C:18]([C:21](=[O:23])[CH3:22])[N:19]=4)[N:14]=[N:13]3)=[CH:8][CH:9]=2)[CH:4]=[CH:3][CH:2]=1.[CH3:24][Mg+].[Br-]. Product: [N:1]1[C:10]2[C:5](=[CH:6][C:7]([CH2:11][N:12]3[C:20]4[C:15](=[N:16][CH:17]=[C:18]([C:21]([OH:23])([CH3:24])[CH3:22])[N:19]=4)[N:14]=[N:13]3)=[CH:8][CH:9]=2)[CH:4]=[CH:3][CH:2]=1. The catalyst class is: 1.